Dataset: Reaction yield outcomes from USPTO patents with 853,638 reactions. Task: Predict the reaction yield, written as a fraction of the theoretical maximum amount of product (1.0 means a 100% yield; for example, 0.34 means a 34% yield). The reactants are [Br:1][C:2]1[CH:7]=[CH:6][C:5]([C@@H:8]2[CH2:10][C@H:9]2[N+:11]([O-])=O)=[CH:4][CH:3]=1.Cl. The catalyst is CC(O)C.[Zn]. The product is [Br:1][C:2]1[CH:3]=[CH:4][C:5]([C@@H:8]2[CH2:10][C@H:9]2[NH2:11])=[CH:6][CH:7]=1. The yield is 0.100.